Task: Predict the reaction yield, written as a fraction of the theoretical maximum amount of product (1.0 means a 100% yield; for example, 0.34 means a 34% yield).. Dataset: Reaction yield outcomes from USPTO patents with 853,638 reactions (1) The reactants are [Li]CCCC.CN(C)CCO.[Cl:12][C:13]1[CH:18]=[CH:17][C:16]([CH:19]2[CH2:21][CH2:20]2)=[CH:15][N:14]=1.[F:22][C:23]1[N:34]=[CH:33][CH:32]=[CH:31][C:24]=1[C:25](N(OC)C)=[O:26]. The catalyst is CCCCCC.O1CCCC1. The product is [Cl:12][C:13]1[N:14]=[C:15]([C:25]([C:24]2[C:23]([F:22])=[N:34][CH:33]=[CH:32][CH:31]=2)=[O:26])[C:16]([CH:19]2[CH2:21][CH2:20]2)=[CH:17][CH:18]=1. The yield is 0.610. (2) The reactants are C[O:2][C:3](=[O:22])[C:4]1[CH:9]=[C:8]([CH2:10][NH:11][C:12]([O:14][C:15]([CH3:18])([CH3:17])[CH3:16])=[O:13])[CH:7]=[CH:6][C:5]=1[N+:19]([O-:21])=[O:20].[OH-].[Li+].CCOCC. The catalyst is CO.O. The product is [C:15]([O:14][C:12]([NH:11][CH2:10][C:8]1[CH:7]=[CH:6][C:5]([N+:19]([O-:21])=[O:20])=[C:4]([CH:9]=1)[C:3]([OH:22])=[O:2])=[O:13])([CH3:18])([CH3:16])[CH3:17]. The yield is 0.410. (3) The reactants are [C:1]([CH2:4][C:5]1[C:13]2[C:8](=[CH:9][CH:10]=[CH:11][CH:12]=2)[N:7]([C:14]2[CH:19]=[CH:18][CH:17]=[C:16]([C:20]([OH:22])=[O:21])[CH:15]=2)[C:6]=1[C:23]([OH:25])=[O:24])([OH:3])=[O:2].OS(O)(=O)=O.[CH2:31](O)[CH3:32]. The catalyst is O. The product is [C:20]([C:16]1[CH:15]=[C:14]([N:7]2[C:8]3[C:13](=[CH:12][CH:11]=[CH:10][CH:9]=3)[C:5]([CH2:4][C:1]([O:3][CH2:31][CH3:32])=[O:2])=[C:6]2[C:23]([OH:25])=[O:24])[CH:19]=[CH:18][CH:17]=1)([OH:22])=[O:21]. The yield is 0.940.